From a dataset of Catalyst prediction with 721,799 reactions and 888 catalyst types from USPTO. Predict which catalyst facilitates the given reaction. (1) Reactant: [CH3:1][C:2]1[CH:7]=[C:6]([C:8](=[O:11])[NH:9][CH3:10])[CH:5]=[CH:4][C:3]=1[C:12]1[CH:17]=[CH:16][C:15]([CH2:18][C@H:19]([NH:34][C:35]([C@H:37]2[CH2:42][CH2:41][C@H:40]([CH2:43][NH:44]C(=O)OC(C)(C)C)[CH2:39][CH2:38]2)=[O:36])[C:20](=[O:33])[NH:21][C:22]2[CH:27]=[CH:26][C:25]([C:28]3[N:29]=[N:30][NH:31][N:32]=3)=[CH:24][CH:23]=2)=[CH:14][CH:13]=1.Cl. Product: [NH2:44][CH2:43][C@H:40]1[CH2:39][CH2:38][C@H:37]([C:35]([NH:34][C@H:19]([C:20](=[O:33])[NH:21][C:22]2[CH:27]=[CH:26][C:25]([C:28]3[N:29]=[N:30][NH:31][N:32]=3)=[CH:24][CH:23]=2)[CH2:18][C:15]2[CH:14]=[CH:13][C:12]([C:3]3[CH:4]=[CH:5][C:6]([C:8]([NH:9][CH3:10])=[O:11])=[CH:7][C:2]=3[CH3:1])=[CH:17][CH:16]=2)=[O:36])[CH2:42][CH2:41]1. The catalyst class is: 12. (2) Reactant: [OH:1][C:2]1[CH:3]=[C:4]([CH:7]=[CH:8][CH:9]=1)[CH:5]=[O:6].C(=O)([O-])[O-].[K+].[K+].C1(C)C=CC(S(O[CH2:26][C:27]([F:30])([F:29])[F:28])(=O)=O)=CC=1. Product: [F:28][C:27]([F:30])([F:29])[CH2:26][O:1][C:2]1[CH:3]=[C:4]([CH:7]=[CH:8][CH:9]=1)[CH:5]=[O:6]. The catalyst class is: 9. (3) The catalyst class is: 26. Product: [Br:1][C:2]1[C:11]2[C:6](=[CH:7][CH:8]=[C:9]([Cl:12])[CH:10]=2)[CH:5]=[CH:4][C:3]=1[CH:13]=[O:14]. Reactant: [Br:1][C:2]1[C:11]2[C:6](=[CH:7][CH:8]=[C:9]([Cl:12])[CH:10]=2)[CH2:5][CH2:4][C:3]=1[CH:13]=[O:14].ClC1C(=O)C(C#N)=C(C#N)C(=O)C=1Cl. (4) Reactant: Cl.[NH2:2][C:3]1[C:7]([CH3:8])=[CH:6][S:5][C:4]=1[Cl:9].C1C=CC(O[C:17](Cl)=[S:18])=CC=1.C(=O)(O)[O-].[Na+].[C:25]1([NH2:32])[CH:30]=[CH:29][CH:28]=[CH:27][C:26]=1[NH2:31]. Product: [NH2:31][C:26]1[CH:27]=[CH:28][CH:29]=[CH:30][C:25]=1[NH:32][C:17]([NH:2][C:3]1[C:7]([CH3:8])=[CH:6][S:5][C:4]=1[Cl:9])=[S:18]. The catalyst class is: 66. (5) Reactant: [NH2:1][C:2]1[CH:29]=[CH:28][C:5]([O:6][C:7]2[CH:8]=[CH:9][C:10]([F:27])=[C:11]([NH:13][C:14](=[O:26])[CH2:15][C:16]3[CH:21]=[CH:20][CH:19]=[C:18]([C:22]([F:25])([F:24])[F:23])[CH:17]=3)[CH:12]=2)=[C:4]([C:30]#[N:31])[CH:3]=1.[S-:32][C:33]#[N:34].[K+].BrBr. Product: [NH2:34][C:33]1[S:32][C:3]2[C:4]([C:30]#[N:31])=[C:5]([O:6][C:7]3[CH:8]=[CH:9][C:10]([F:27])=[C:11]([NH:13][C:14](=[O:26])[CH2:15][C:16]4[CH:21]=[CH:20][CH:19]=[C:18]([C:22]([F:23])([F:24])[F:25])[CH:17]=4)[CH:12]=3)[CH:28]=[CH:29][C:2]=2[N:1]=1. The catalyst class is: 15.